Dataset: Forward reaction prediction with 1.9M reactions from USPTO patents (1976-2016). Task: Predict the product of the given reaction. (1) Given the reactants [NH2:1][C:2]1[C:11]2[C:6](=[CH:7][CH:8]=[C:9]([C:12]3[S:16][C:15]([CH2:17][NH:18][C:19]4[N:36]=[CH:35][C:34]([C:37]#[C:38][Si](C)(C)C)=[CH:33][C:20]=4[C:21]([NH:23][CH2:24][C:25]4[CH:30]=[CH:29][C:28]([F:31])=[C:27]([F:32])[CH:26]=4)=[O:22])=[CH:14][CH:13]=3)[CH:10]=2)[N:5]=[CH:4][N:3]=1.C(=O)([O-])[O-].[K+].[K+], predict the reaction product. The product is: [NH2:1][C:2]1[C:11]2[C:6](=[CH:7][CH:8]=[C:9]([C:12]3[S:16][C:15]([CH2:17][NH:18][C:19]4[N:36]=[CH:35][C:34]([C:37]#[CH:38])=[CH:33][C:20]=4[C:21]([NH:23][CH2:24][C:25]4[CH:30]=[CH:29][C:28]([F:31])=[C:27]([F:32])[CH:26]=4)=[O:22])=[CH:14][CH:13]=3)[CH:10]=2)[N:5]=[CH:4][N:3]=1. (2) Given the reactants Br[C:2]1[CH:3]=[C:4]([N:22]([CH:24]2[CH2:29][CH2:28][CH2:27][CH2:26][CH2:25]2)[CH3:23])[C:5]([CH3:21])=[C:6]([CH:20]=1)[C:7]([NH:9][CH2:10][C:11]1[C:12](=[O:19])[NH:13][C:14]([CH3:18])=[CH:15][C:16]=1[CH3:17])=[O:8].[O:30]1[CH2:35][CH2:34][N:33]([CH2:36][CH2:37][N:38]2[CH:42]=[C:41](B(O)O)[CH:40]=[N:39]2)[CH2:32][CH2:31]1.C([O-])([O-])=O.[Na+].[Na+], predict the reaction product. The product is: [CH:24]1([N:22]([CH3:23])[C:4]2[C:5]([CH3:21])=[C:6]([CH:20]=[C:2]([C:41]3[CH:40]=[N:39][N:38]([CH2:37][CH2:36][N:33]4[CH2:34][CH2:35][O:30][CH2:31][CH2:32]4)[CH:42]=3)[CH:3]=2)[C:7]([NH:9][CH2:10][C:11]2[C:12](=[O:19])[NH:13][C:14]([CH3:18])=[CH:15][C:16]=2[CH3:17])=[O:8])[CH2:29][CH2:28][CH2:27][CH2:26][CH2:25]1. (3) Given the reactants [CH3:1][N:2]([CH3:17])[C:3]([C:5]1([N:11]2[CH2:15][CH2:14][CH2:13][C:12]2=O)[CH2:10][CH2:9][NH:8][CH2:7][CH2:6]1)=[O:4].C1(C)C=CC=CC=1, predict the reaction product. The product is: [CH3:1][N:2]([CH3:17])[C:3]([C:5]1([N:11]2[CH2:15][CH2:14][CH2:13][CH2:12]2)[CH2:6][CH2:7][NH:8][CH2:9][CH2:10]1)=[O:4]. (4) Given the reactants [OH:1][C:2]1[CH:7]=[CH:6][C:5]([C:8](=[O:11])[CH2:9][CH3:10])=[CH:4][CH:3]=1.C([O-])([O-])=O.[K+].[K+].[CH2:18](Br)[CH:19]=[CH2:20], predict the reaction product. The product is: [CH2:20]([O:1][C:2]1[CH:3]=[CH:4][C:5]([C:8](=[O:11])[CH2:9][CH3:10])=[CH:6][CH:7]=1)[CH:19]=[CH2:18]. (5) Given the reactants [CH2:1]([C:4]1[CH:9]=[CH:8][CH:7]=[C:6]([Br:10])[C:5]=1[OH:11])[CH:2]=[CH2:3].C(=O)([O-])[O-].[K+].[K+].[CH2:18](Br)[C:19]1[CH:24]=[CH:23][CH:22]=[CH:21][CH:20]=1, predict the reaction product. The product is: [CH2:1]([C:4]1[CH:9]=[CH:8][CH:7]=[C:6]([Br:10])[C:5]=1[O:11][CH2:18][C:19]1[CH:24]=[CH:23][CH:22]=[CH:21][CH:20]=1)[CH:2]=[CH2:3]. (6) Given the reactants [C:1]([O:6][C@H:7]1[CH2:31][CH2:30][C@@:29]2([CH3:32])[C:9]3([O:34][C@H:10]3[CH2:11][C@@H:12]3[C@@H:28]2[CH2:27][CH2:26][C@@:25]2([CH3:33])[C@H:13]3[CH2:14][CH2:15][C@@H:16]2[C@H:17]([CH3:24])[CH2:18][CH2:19][CH2:20][CH:21]([CH3:23])[CH3:22])[CH2:8]1)(=[O:5])[CH2:2][CH2:3][CH3:4].[NH2:35][CH2:36][CH2:37][C:38]1[N:42]=[CH:41][NH:40][CH:39]=1.C(O)CCC, predict the reaction product. The product is: [C:1]([O:6][C@H:7]1[CH2:31][CH2:30][C@@:29]2([CH3:32])[C@@:9]([OH:34])([C@H:10]([NH:35][CH2:36][CH2:37][C:38]3[N:42]=[CH:41][NH:40][CH:39]=3)[CH2:11][C@@H:12]3[C@@H:28]2[CH2:27][CH2:26][C@@:25]2([CH3:33])[C@H:13]3[CH2:14][CH2:15][C@@H:16]2[C@H:17]([CH3:24])[CH2:18][CH2:19][CH2:20][CH:21]([CH3:23])[CH3:22])[CH2:8]1)(=[O:5])[CH2:2][CH2:3][CH3:4]. (7) The product is: [C:32]([OH:39])(=[O:38])/[CH:33]=[CH:34]/[C:35]([OH:37])=[O:36].[CH2:1]([O:3][C:4]1[CH:17]=[C:16]2[C:7]([C:8]([C:19]3[CH:20]=[N:21][C:22]([N:25]4[CH:29]=[CH:28][CH:27]=[N:26]4)=[CH:23][CH:24]=3)=[N:9][C@H:10]3[C@@H:15]2[CH2:14][C@H:13]([OH:18])[CH2:12][CH2:11]3)=[CH:6][C:5]=1[O:30][CH3:31])[CH3:2]. Given the reactants [CH2:1]([O:3][C:4]1[CH:17]=[C:16]2[C:7]([C:8]([C:19]3[CH:20]=[N:21][C:22]([N:25]4[CH:29]=[CH:28][CH:27]=[N:26]4)=[CH:23][CH:24]=3)=[N:9][C@H:10]3[C@@H:15]2[CH2:14][C@H:13]([OH:18])[CH2:12][CH2:11]3)=[CH:6][C:5]=1[O:30][CH3:31])[CH3:2].[C:32]([OH:39])(=[O:38])/[CH:33]=[CH:34]/[C:35]([OH:37])=[O:36], predict the reaction product.